Dataset: Forward reaction prediction with 1.9M reactions from USPTO patents (1976-2016). Task: Predict the product of the given reaction. (1) The product is: [C:24]([C:28]1[CH:33]=[CH:32][C:31]([C:34]2[N:35]=[C:21]([C:17]3[CH:18]=[C:19]([CH3:20])[N:15]([CH2:14][C:11]4[CH:10]=[CH:9][C:8]([Cl:7])=[N:13][CH:12]=4)[CH:16]=3)[O:23][N:36]=2)=[CH:30][CH:29]=1)([CH3:27])([CH3:25])[CH3:26]. Given the reactants C(Cl)(=O)C(Cl)=O.[Cl:7][C:8]1[N:13]=[CH:12][C:11]([CH2:14][N:15]2[C:19]([CH3:20])=[CH:18][C:17]([C:21]([OH:23])=O)=[CH:16]2)=[CH:10][CH:9]=1.[C:24]([C:28]1[CH:33]=[CH:32][C:31]([C:34](=[N:36]O)[NH2:35])=[CH:30][CH:29]=1)([CH3:27])([CH3:26])[CH3:25].C(N(CC)CC)C, predict the reaction product. (2) Given the reactants [NH2:1][C:2]1[CH:7]=[CH:6][C:5]([CH2:8][N:9]2[CH2:14][CH2:13][CH:12]([NH:15][C:16]3[N:21]=[C:20]([C:22]4[C:30]5[C:25](=[CH:26][CH:27]=[CH:28][CH:29]=5)[NH:24][CH:23]=4)[C:19]([Cl:31])=[CH:18][N:17]=3)[CH2:11][CH2:10]2)=[CH:4][CH:3]=1.CCN(C(C)C)C(C)C.Br[CH2:42]/[CH:43]=[CH:44]/[C:45]([OH:47])=O.CN(C(ON1N=NC2C=CC=NC1=2)=[N+](C)C)C.F[P-](F)(F)(F)(F)F.[CH3:72][NH:73][CH2:74][CH:75]([OH:78])[CH2:76][OH:77], predict the reaction product. The product is: [Cl:31][C:19]1[C:20]([C:22]2[C:30]3[C:25](=[CH:26][CH:27]=[CH:28][CH:29]=3)[NH:24][CH:23]=2)=[N:21][C:16]([NH:15][CH:12]2[CH2:13][CH2:14][N:9]([CH2:8][C:5]3[CH:6]=[CH:7][C:2]([NH:1][C:45](=[O:47])/[CH:44]=[CH:43]/[CH2:42][N:73]([CH2:74][CH:75]([OH:78])[CH2:76][OH:77])[CH3:72])=[CH:3][CH:4]=3)[CH2:10][CH2:11]2)=[N:17][CH:18]=1.